Dataset: Catalyst prediction with 721,799 reactions and 888 catalyst types from USPTO. Task: Predict which catalyst facilitates the given reaction. Reactant: Cl[C:2]1[C:3]([CH3:19])=[C:4]([NH:11][C:12]2[CH:13]=[C:14]([OH:18])[CH:15]=[CH:16][CH:17]=2)[C:5]2[N:6]([CH:8]=[CH:9][N:10]=2)[N:7]=1.[NH2:20][C@H:21]1[CH2:26][CH2:25][C@H:24]([NH2:27])[CH2:23][CH2:22]1. Product: [NH2:20][C@H:21]1[CH2:26][CH2:25][C@H:24]([NH:27][C:2]2[C:3]([CH3:19])=[C:4]([NH:11][C:12]3[CH:13]=[C:14]([OH:18])[CH:15]=[CH:16][CH:17]=3)[C:5]3[N:6]([CH:8]=[CH:9][N:10]=3)[N:7]=2)[CH2:23][CH2:22]1. The catalyst class is: 72.